From a dataset of Reaction yield outcomes from USPTO patents with 853,638 reactions. Predict the reaction yield, written as a fraction of the theoretical maximum amount of product (1.0 means a 100% yield; for example, 0.34 means a 34% yield). (1) The catalyst is CC([O-])=O.CC([O-])=O.[Pd+2].C(O)C.O.O1CCOCC1. The reactants are Br[C:2]1[C:7]([F:8])=[CH:6][CH:5]=[CH:4][C:3]=1[O:9][CH3:10].[Cl:11][C:12]1[CH:13]=[C:14](B(O)O)[CH:15]=[CH:16][CH:17]=1.C1C=CC(P(C2C=CC=CC=2)C2C=CC=CC=2)=CC=1.C([O-])([O-])=O.[K+].[K+]. The yield is 0.770. The product is [Cl:11][C:12]1[CH:17]=[C:16]([C:2]2[C:7]([F:8])=[CH:6][CH:5]=[CH:4][C:3]=2[O:9][CH3:10])[CH:15]=[CH:14][CH:13]=1. (2) The reactants are [CH3:1][C:2]1[CH:7]=[C:6]([CH3:8])[NH:5][C:4](=[O:9])[C:3]=1[CH2:10][NH:11][C:12]([C:14]1[C:15]2[CH:30]=[N:29][N:28]([CH:31]([CH3:33])[CH3:32])[C:16]=2[N:17]=[C:18]([C:20]2[CH:25]=[CH:24][C:23]([CH2:26]O)=[CH:22][CH:21]=2)[CH:19]=1)=[O:13].C1(P(C2C=CC=CC=2)C2C=CC=CC=2)C=CC=CC=1.C(Br)(Br)(Br)[Br:54]. The catalyst is C(Cl)Cl. The product is [Br:54][CH2:26][C:23]1[CH:22]=[CH:21][C:20]([C:18]2[CH:19]=[C:14]([C:12]([NH:11][CH2:10][C:3]3[C:4](=[O:9])[NH:5][C:6]([CH3:8])=[CH:7][C:2]=3[CH3:1])=[O:13])[C:15]3[CH:30]=[N:29][N:28]([CH:31]([CH3:33])[CH3:32])[C:16]=3[N:17]=2)=[CH:25][CH:24]=1. The yield is 0.345. (3) The reactants are C(NC1C=CC(C2C=C3C(CN([C@@H](C(C)C)C(O)=O)C3=O)=CC=2)=CC=1)(=O)C1C=CC=CC=1.[Cl:33][C:34]1[CH:67]=[CH:66][C:37]([C:38]([NH:40][C:41]2[CH:46]=[CH:45][C:44]([C:47]3[CH:55]=[C:54]4[C:50]([CH2:51][N:52]([C@@H:57]5[CH2:61][CH2:60][CH2:59][C@@H:58]5[C:62]([O:64]C)=[O:63])[C:53]4=[O:56])=[CH:49][CH:48]=3)=[CH:43][CH:42]=2)=[O:39])=[CH:36][CH:35]=1. No catalyst specified. The product is [Cl:33][C:34]1[CH:67]=[CH:66][C:37]([C:38]([NH:40][C:41]2[CH:46]=[CH:45][C:44]([C:47]3[CH:55]=[C:54]4[C:50]([CH2:51][N:52]([C@@H:57]5[CH2:61][CH2:60][CH2:59][C@@H:58]5[C:62]([OH:64])=[O:63])[C:53]4=[O:56])=[CH:49][CH:48]=3)=[CH:43][CH:42]=2)=[O:39])=[CH:36][CH:35]=1. The yield is 0.820. (4) The reactants are F[C:2]1[CH:3]=[CH:4][C:5]([O:18][CH3:19])=[C:6]([CH:8]([OH:17])[C:9]#[C:10][C:11]2[CH:16]=[CH:15][CH:14]=[CH:13][CH:12]=2)[CH:7]=1.COC1C=C([Br:30])C=CC=1C=O. No catalyst specified. The product is [Br:30][C:3]1[CH:2]=[CH:7][C:6]([CH:8]([OH:17])[C:9]#[C:10][C:11]2[CH:16]=[CH:15][CH:14]=[CH:13][CH:12]=2)=[C:5]([O:18][CH3:19])[CH:4]=1. The yield is 0.960. (5) The reactants are C([O:3][C:4](=[O:20])[CH:5]([CH2:11][C:12]1[CH:17]=[CH:16][C:15]([F:18])=[CH:14][C:13]=1[Br:19])C(OCC)=O)C.[OH-].[K+]. The catalyst is O. The product is [Br:19][C:13]1[CH:14]=[C:15]([F:18])[CH:16]=[CH:17][C:12]=1[CH2:11][CH2:5][C:4]([OH:20])=[O:3]. The yield is 0.330. (6) The reactants are [Cl-].O[NH3+:3].[C:4](=[O:7])([O-])[OH:5].[Na+].CS(C)=O.[CH2:13]([C:15]1[N:16]([C:40]2[CH:45]=[CH:44][C:43]([O:46][CH3:47])=[CH:42][CH:41]=2)[C:17](=[O:39])[C:18]([CH2:24][C:25]2[CH:30]=[CH:29][C:28]([C:31]3[C:32]([C:37]#[N:38])=[CH:33][CH:34]=[CH:35][CH:36]=3)=[CH:27][CH:26]=2)=[C:19]([CH2:21][CH2:22][CH3:23])[N:20]=1)[CH3:14]. The catalyst is C(OCC)(=O)C. The product is [CH2:13]([C:15]1[N:16]([C:40]2[CH:45]=[CH:44][C:43]([O:46][CH3:47])=[CH:42][CH:41]=2)[C:17](=[O:39])[C:18]([CH2:24][C:25]2[CH:30]=[CH:29][C:28]([C:31]3[CH:36]=[CH:35][CH:34]=[CH:33][C:32]=3[C:37]3[NH:3][C:4](=[O:7])[O:5][N:38]=3)=[CH:27][CH:26]=2)=[C:19]([CH2:21][CH2:22][CH3:23])[N:20]=1)[CH3:14]. The yield is 0.510. (7) The reactants are [CH3:1][C:2]([O:5][C:6]([N:8]([C:26]([O:28][C:29]([CH3:32])([CH3:31])[CH3:30])=[O:27])[N:9]([C:17]1[C:22]([F:23])=[C:21](Cl)[N:20]=[C:19]([Cl:25])[N:18]=1)[C:10]([O:12][C:13]([CH3:16])([CH3:15])[CH3:14])=[O:11])=[O:7])([CH3:4])[CH3:3].C(N(CC)CC)C.[S:40]1[CH:44]=[CH:43][C:42]([CH2:45][NH2:46])=[CH:41]1. The catalyst is C1COCC1.O. The product is [CH3:4][C:2]([O:5][C:6]([N:8]([C:26]([O:28][C:29]([CH3:32])([CH3:31])[CH3:30])=[O:27])[N:9]([C:17]1[C:22]([F:23])=[C:21]([NH:46][CH2:45][C:42]2[CH:43]=[CH:44][S:40][CH:41]=2)[N:20]=[C:19]([Cl:25])[N:18]=1)[C:10]([O:12][C:13]([CH3:14])([CH3:15])[CH3:16])=[O:11])=[O:7])([CH3:1])[CH3:3]. The yield is 0.990.